Dataset: Full USPTO retrosynthesis dataset with 1.9M reactions from patents (1976-2016). Task: Predict the reactants needed to synthesize the given product. (1) Given the product [Cl:1][C:2]1[CH:3]=[C:4]([CH:8]=[CH:9][C:10]=1[O:11][C:12]1[CH:17]=[CH:16][CH:15]=[C:14]([C:18]2[CH:23]=[CH:22][N:21]=[CH:20][N:19]=2)[C:13]=1[C:24]#[N:25])[C:5]([NH:57][CH2:58][C:59]1[C:60]([OH:67])=[N:61][C:62]([CH3:66])=[CH:63][C:64]=1[CH3:65])=[O:6], predict the reactants needed to synthesize it. The reactants are: [Cl:1][C:2]1[CH:3]=[C:4]([CH:8]=[CH:9][C:10]=1[O:11][C:12]1[CH:17]=[CH:16][CH:15]=[C:14]([C:18]2[CH:23]=[CH:22][N:21]=[CH:20][N:19]=2)[C:13]=1[C:24]#[N:25])[C:5](O)=[O:6].F[P-](F)(F)(F)(F)F.N1(OC(N(C)C)=[N+](C)C)C2N=CC=CC=2N=N1.C(N(CC)CC)C.[NH2:57][CH2:58][C:59]1[C:60]([OH:67])=[N:61][C:62]([CH3:66])=[CH:63][C:64]=1[CH3:65]. (2) Given the product [F:1][C:2]1[CH:7]=[CH:6][CH:5]=[C:4]([F:8])[C:3]=1[NH:9][C:10]([C:12]1[CH:13]=[C:14]([C:18]2[CH:23]=[N:22][C:21]([O:24][CH2:25][C:26](=[O:28])[N:32]([CH3:33])[CH3:31])=[CH:20][C:19]=2[CH3:29])[N:15]([CH3:17])[N:16]=1)=[O:11], predict the reactants needed to synthesize it. The reactants are: [F:1][C:2]1[CH:7]=[CH:6][CH:5]=[C:4]([F:8])[C:3]=1[NH:9][C:10]([C:12]1[CH:13]=[C:14]([C:18]2[C:19]([CH3:29])=[CH:20][C:21]([O:24][CH2:25][C:26]([OH:28])=O)=[N:22][CH:23]=2)[N:15]([CH3:17])[N:16]=1)=[O:11].C[CH2:31][N:32](C(C)C)[CH:33](C)C.CN(C(ON1N=NC2C=CC=NC1=2)=[N+](C)C)C.F[P-](F)(F)(F)(F)F.CNC. (3) Given the product [CH:14]1([C@@H:12]([N:8]2[CH2:7][CH2:6][C@:5]([CH2:4][CH2:3][CH2:2][NH:1][S:35]([CH3:34])(=[O:37])=[O:36])([C:20]3[CH:25]=[CH:24][C:23]([F:26])=[CH:22][CH:21]=3)[O:10][C:9]2=[O:11])[CH3:13])[CH2:19][CH2:18][CH2:17][CH2:16][CH2:15]1, predict the reactants needed to synthesize it. The reactants are: [NH2:1][CH2:2][CH2:3][CH2:4][C@@:5]1([C:20]2[CH:25]=[CH:24][C:23]([F:26])=[CH:22][CH:21]=2)[O:10][C:9](=[O:11])[N:8]([C@H:12]([CH:14]2[CH2:19][CH2:18][CH2:17][CH2:16][CH2:15]2)[CH3:13])[CH2:7][CH2:6]1.CCN(CC)CC.[CH3:34][S:35](Cl)(=[O:37])=[O:36]. (4) Given the product [NH2:26][C:20]1[C:4]([C:5]#[N:6])=[C:17]([OH:19])[C:16]2[C:15](=[CH:14][CH:13]=[C:12]([N:11]([CH3:10])[CH3:24])[CH:23]=2)[N:21]=1, predict the reactants needed to synthesize it. The reactants are: C(#N)C([CH2:4][C:5]#[N:6])O.[H-].[Na+].[CH3:10][N:11]([CH3:24])[C:12]1[CH:23]=[C:16]2[C:17]([O:19][C:20](=O)[NH:21][C:15]2=[CH:14][CH:13]=1)=O.C[N:26](C)C=O. (5) Given the product [Br:8][C:4]1[N:3]2[CH:10]=[C:11]([CH:13]=[O:17])[N:1]=[C:2]2[CH:7]=[CH:6][CH:5]=1, predict the reactants needed to synthesize it. The reactants are: [NH2:1][C:2]1[CH:7]=[CH:6][CH:5]=[C:4]([Br:8])[N:3]=1.Cl[CH:10](Cl)[C:11]([CH2:13]Cl)=O.C[O:17]CCOC. (6) Given the product [F:11][C:10]1[CH:9]=[C:8]2[C:4]([C:5]([C:12]([OH:14])=[O:13])=[N:6][NH:7]2)=[CH:3][C:2]=1[C:22]1[CH:23]=[CH:24][C:25]([CH:28]2[CH2:29][CH2:30][O:31][CH2:32][CH2:33]2)=[CH:26][CH:27]=1, predict the reactants needed to synthesize it. The reactants are: Br[C:2]1[CH:3]=[C:4]2[C:8](=[CH:9][C:10]=1[F:11])[NH:7][N:6]=[C:5]2[C:12]([OH:14])=[O:13].CC1(C)COB([C:22]2[CH:27]=[CH:26][C:25]([CH:28]3[CH2:33][CH2:32][O:31][CH2:30][CH2:29]3)=[CH:24][CH:23]=2)OC1.C(=O)([O-])[O-].[K+].[K+].Cl.